This data is from Reaction yield outcomes from USPTO patents with 853,638 reactions. The task is: Predict the reaction yield, written as a fraction of the theoretical maximum amount of product (1.0 means a 100% yield; for example, 0.34 means a 34% yield). (1) The reactants are C[O:2][C:3](=[O:11])[C:4]1[CH:9]=[CH:8][C:7](I)=[CH:6][CH:5]=1.C(N(CC)C(C)C)(C)C.[CH3:21][C:22]([CH3:26])([CH3:25])[C:23]#[CH:24]. The catalyst is O1CCOCC1.Cl[Pd](Cl)([P](C1C=CC=CC=1)(C1C=CC=CC=1)C1C=CC=CC=1)[P](C1C=CC=CC=1)(C1C=CC=CC=1)C1C=CC=CC=1.[Cu](I)I. The product is [CH3:21][C:22]([CH3:26])([CH3:25])[C:23]#[C:24][C:7]1[CH:8]=[CH:9][C:4]([C:3]([OH:2])=[O:11])=[CH:5][CH:6]=1. The yield is 0.280. (2) The reactants are [CH3:1][O:2][C:3](=[O:27])/[C:4](/[C:11]1[CH:16]=[CH:15][C:14]([N:17]2[C:21]([CH3:22])=[N:20][N:19]=[N:18]2)=[C:13]([C:23]([F:26])([F:25])[F:24])[CH:12]=1)=[CH:5]/[CH:6]1[CH2:10][CH2:9][CH2:8][CH2:7]1.[BH4-].[Na+]. The catalyst is CO.O.O.O.O.O.O.[Ni](Cl)Cl. The product is [CH3:1][O:2][C:3](=[O:27])[CH:4]([C:11]1[CH:16]=[CH:15][C:14]([N:17]2[C:21]([CH3:22])=[N:20][N:19]=[N:18]2)=[C:13]([C:23]([F:25])([F:24])[F:26])[CH:12]=1)[CH2:5][CH:6]1[CH2:10][CH2:9][CH2:8][CH2:7]1. The yield is 0.990. (3) The reactants are [CH:1]([C:3]1[N:7]([CH3:8])[C:6]2[C:9]([N:13]3[CH2:18][CH2:17][N:16]([C:19]([O:21][C:22]([CH3:25])([CH3:24])[CH3:23])=[O:20])[CH2:15][CH2:14]3)=[CH:10][CH:11]=[CH:12][C:5]=2[N:4]=1)=O.[CH3:26][NH:27][C@@H:28]1[C:37]2[N:36]=[CH:35][CH:34]=[CH:33][C:32]=2[CH2:31][CH2:30][CH2:29]1.C(O)(=O)C.C(O[BH-](OC(=O)C)OC(=O)C)(=O)C.[Na+]. The catalyst is ClC(Cl)C. The product is [CH3:8][N:7]1[C:6]2[C:9]([N:13]3[CH2:14][CH2:15][N:16]([C:19]([O:21][C:22]([CH3:25])([CH3:23])[CH3:24])=[O:20])[CH2:17][CH2:18]3)=[CH:10][CH:11]=[CH:12][C:5]=2[N:4]=[C:3]1[CH2:1][N:27]([CH3:26])[C@@H:28]1[C:37]2[N:36]=[CH:35][CH:34]=[CH:33][C:32]=2[CH2:31][CH2:30][CH2:29]1. The yield is 0.820. (4) The reactants are CN(C=O)C.C(Cl)(=O)C(Cl)=O.[C:12]1([CH2:18][S:19]([N:22]2[CH2:26][CH2:25][CH2:24][C@H:23]2[C:27]([NH2:29])=O)(=[O:21])=[O:20])[CH:17]=[CH:16][CH:15]=[CH:14][CH:13]=1.N1C=CC=CC=1. The catalyst is C(#N)C.O. The product is [C:12]1([CH2:18][S:19]([N:22]2[CH2:26][CH2:25][CH2:24][C@H:23]2[C:27]#[N:29])(=[O:20])=[O:21])[CH:13]=[CH:14][CH:15]=[CH:16][CH:17]=1. The yield is 0.800.